The task is: Predict the product of the given reaction.. This data is from Forward reaction prediction with 1.9M reactions from USPTO patents (1976-2016). (1) The product is: [OH:29][C@:2]1([CH3:1])[C:7]2([CH2:9][CH2:8]2)[O:6][C@@H:5]([C:10]2[CH:15]=[CH:14][N:13]=[CH:12][C:11]=2[N+:16]([O-:18])=[O:17])[CH2:4][C:3]1=[O:19]. Given the reactants [CH3:1][C:2]1[C:7]2([CH2:9][CH2:8]2)[O:6][C@@H:5]([C:10]2[CH:15]=[CH:14][N:13]=[CH:12][C:11]=2[N+:16]([O-:18])=[O:17])[CH2:4][C:3]=1[O:19][Si](CC)(CC)CC.CC1(C)O[O:29]1.CC(C)=O, predict the reaction product. (2) Given the reactants CS([O:5][CH2:6][C:7]1[C:8]([Cl:20])=[N:9][S:10][C:11]=1[C:12]1[CH:17]=[CH:16][C:15]([CH2:18][CH3:19])=[CH:14][CH:13]=1)(=O)=O.[F:21][C:22]1[CH:23]=[C:24]([CH2:30][CH2:31][C:32]([O:34][CH2:35][CH3:36])=[O:33])[CH:25]=[C:26]([F:29])[C:27]=1O.C(=O)([O-])[O-].[K+].[K+], predict the reaction product. The product is: [Cl:20][C:8]1[C:7]([CH2:6][O:5][C:27]2[C:26]([F:29])=[CH:25][C:24]([CH2:30][CH2:31][C:32]([O:34][CH2:35][CH3:36])=[O:33])=[CH:23][C:22]=2[F:21])=[C:11]([C:12]2[CH:17]=[CH:16][C:15]([CH2:18][CH3:19])=[CH:14][CH:13]=2)[S:10][N:9]=1. (3) Given the reactants [C:1]1([C:7]2[CH:11]=[C:10]([C:12]3[CH:17]=[CH:16][CH:15]=[CH:14][CH:13]=3)[N:9]([C:18]3[CH:23]=[CH:22][N:21]=[C:20]([S:24]([CH3:27])(=[O:26])=[O:25])[N:19]=3)[N:8]=2)[CH:6]=[CH:5][CH:4]=[CH:3][CH:2]=1.[Br:28]N1C(=O)CCC1=O, predict the reaction product. The product is: [Br:28][C:11]1[C:7]([C:1]2[CH:6]=[CH:5][CH:4]=[CH:3][CH:2]=2)=[N:8][N:9]([C:18]2[CH:23]=[CH:22][N:21]=[C:20]([S:24]([CH3:27])(=[O:25])=[O:26])[N:19]=2)[C:10]=1[C:12]1[CH:17]=[CH:16][CH:15]=[CH:14][CH:13]=1. (4) Given the reactants FC(F)(F)C(O)=O.[OH:8][C@@H:9]1[CH2:13][NH:12][CH2:11][C@H:10]1[CH2:14][NH:15][C:16]([C:18]1[S:19][C:20]([Cl:23])=[CH:21][CH:22]=1)=[O:17].[N+](C1C=CC([O:33][C:34](=O)[NH:35][C:36]2[CH:41]=[CH:40][C:39]([N:42]3[CH:47]=[CH:46][CH:45]=[CH:44][C:43]3=[O:48])=[CH:38][C:37]=2[F:49])=CC=1)([O-])=O, predict the reaction product. The product is: [F:49][C:37]1[CH:38]=[C:39]([N:42]2[CH:47]=[CH:46][CH:45]=[CH:44][C:43]2=[O:48])[CH:40]=[CH:41][C:36]=1[NH:35][C:34]([N:12]1[CH2:13][C@@H:9]([OH:8])[C@H:10]([CH2:14][NH:15][C:16]([C:18]2[S:19][C:20]([Cl:23])=[CH:21][CH:22]=2)=[O:17])[CH2:11]1)=[O:33]. (5) Given the reactants CN(C)C=O.Cl[CH2:7][C:8]([C:10]1[N:11]=[CH:12][S:13][CH:14]=1)=O.[C:15]([CH2:17][C:18](=[S:20])[NH2:19])#[N:16].C(=O)([O-])[O-].[K+].[K+], predict the reaction product. The product is: [S:20]1[CH:7]=[C:8]([C:10]2[N:11]=[CH:12][S:13][CH:14]=2)[N:19]=[C:18]1[CH2:17][C:15]#[N:16].